From a dataset of Reaction yield outcomes from USPTO patents with 853,638 reactions. Predict the reaction yield, written as a fraction of the theoretical maximum amount of product (1.0 means a 100% yield; for example, 0.34 means a 34% yield). (1) The reactants are Cl[C:2](Cl)([O:4]C(=O)OC(Cl)(Cl)Cl)Cl.CN1CCOCC1.[Cl:20][C:21]1[CH:27]=[CH:26][C:24]([NH2:25])=[CH:23][C:22]=1[C:28]([F:31])([F:30])[F:29]. The catalyst is C(Cl)(Cl)Cl. The product is [Cl:20][C:21]1[CH:27]=[CH:26][C:24]([N:25]=[C:2]=[O:4])=[CH:23][C:22]=1[C:28]([F:29])([F:30])[F:31]. The yield is 0.840. (2) The reactants are Cl.[CH3:2]N(C)CCCN=C=NCC.[C:13](=[S:15])=S.[CH2:16]([N:23]([CH2:28][C:29]1[CH:34]=[CH:33][CH:32]=[CH:31][CH:30]=1)[CH2:24][C@@H:25]([NH2:27])C)[C:17]1[CH:22]=[CH:21][CH:20]=[CH:19][CH:18]=1.[NH:35]1[CH2:40][CH2:39][CH:38]([N:41]2[C:45]3[CH:46]=[CH:47][CH:48]=[CH:49][C:44]=3[NH:43][C:42]2=[O:50])[CH2:37][CH2:36]1. The catalyst is C(#N)C. The product is [CH2:28]([N:23]([CH2:16][C:17]1[CH:18]=[CH:19][CH:20]=[CH:21][CH:22]=1)[C@@H:24]([CH3:2])[CH2:25][NH:27][C:13]([N:35]1[CH2:36][CH2:37][CH:38]([N:41]2[C:45]3[CH:46]=[CH:47][CH:48]=[CH:49][C:44]=3[NH:43][C:42]2=[O:50])[CH2:39][CH2:40]1)=[S:15])[C:29]1[CH:30]=[CH:31][CH:32]=[CH:33][CH:34]=1. The yield is 0.400.